Dataset: Reaction yield outcomes from USPTO patents with 853,638 reactions. Task: Predict the reaction yield, written as a fraction of the theoretical maximum amount of product (1.0 means a 100% yield; for example, 0.34 means a 34% yield). The reactants are Cl[C:2]1[CH:7]=[C:6]([C:8]#[N:9])[CH:5]=[CH:4][N:3]=1.C([Sn](CCCC)(CCCC)[C:15]1[N:16]=[CH:17][N:18]([C:20]([C:33]2[CH:38]=[CH:37][CH:36]=[CH:35][CH:34]=2)([C:27]2[CH:32]=[CH:31][CH:30]=[CH:29][CH:28]=2)[C:21]2[CH:26]=[CH:25][CH:24]=[CH:23][CH:22]=2)[CH:19]=1)CCC. No catalyst specified. The product is [C:33]1([C:20]([C:21]2[CH:22]=[CH:23][CH:24]=[CH:25][CH:26]=2)([C:27]2[CH:28]=[CH:29][CH:30]=[CH:31][CH:32]=2)[N:18]2[CH:19]=[C:15]([C:2]3[CH:7]=[C:6]([C:8]#[N:9])[CH:5]=[CH:4][N:3]=3)[N:16]=[CH:17]2)[CH:38]=[CH:37][CH:36]=[CH:35][CH:34]=1. The yield is 0.770.